From a dataset of M1 muscarinic receptor antagonist screen with 61,756 compounds. Binary Classification. Given a drug SMILES string, predict its activity (active/inactive) in a high-throughput screening assay against a specified biological target. (1) The molecule is s1c2n(nc1c1sccc1)c(nn2)Cn1c2c(nc1)cccc2. The result is 0 (inactive). (2) The drug is S(c1n(nnn1)c1c(ccc(c1)C)C)CC(=O)NCC(OCC)=O. The result is 0 (inactive). (3) The molecule is OC1=C(C(N(CCCN(CC)CC)C1=O)c1c(OC)cc(OC)cc1)C(=O)C. The result is 0 (inactive). (4) The drug is S(c1n(c(nn1)Cc1nc(sc1)N)CC=C)CC(=O)Nc1ccc(cc1)C(OCC)=O. The result is 0 (inactive). (5) The compound is O=c1n(n(c(c1NC(=O)c1c(OC)cccc1)C)C)c1ccccc1. The result is 0 (inactive). (6) The compound is O=C(N1CCN(C(c2cc(OC)c(OC)cc2)c2n(nnn2)Cc2ccccc2)CC1)c1occc1. The result is 0 (inactive). (7) The drug is S(CC(=O)N(CC(=O)NC1CCCCC1)c1ccc(F)cc1)c1oc(nn1)COc1ccccc1. The result is 0 (inactive). (8) The drug is O=C(Nc1c(NC(=O)C)cccc1)CCC. The result is 0 (inactive).